Task: Predict the reaction yield, written as a fraction of the theoretical maximum amount of product (1.0 means a 100% yield; for example, 0.34 means a 34% yield).. Dataset: Reaction yield outcomes from USPTO patents with 853,638 reactions (1) The reactants are C([O:3][C:4]([C:6]1[CH:7]=[N:8][N:9]([C:11]2[NH:15][C:14]3[CH:16]=[C:17]([F:21])[CH:18]=[C:19]([Br:20])[C:13]=3[N:12]=2)[CH:10]=1)=[O:5])C.[Li+].[OH-].C1COCC1. The catalyst is O. The product is [Br:20][C:19]1[C:13]2[N:12]=[C:11]([N:9]3[CH:10]=[C:6]([C:4]([OH:5])=[O:3])[CH:7]=[N:8]3)[NH:15][C:14]=2[CH:16]=[C:17]([F:21])[CH:18]=1. The yield is 0.670. (2) The yield is 0.780. The catalyst is C(Cl)Cl. The product is [F:11][C:12]1[CH:20]=[CH:19][C:15]([CH2:16][CH2:17][NH:18][C:21](=[O:28])[C:22]2[CH:27]=[CH:26][CH:25]=[CH:24][CH:23]=2)=[CH:14][CH:13]=1. The reactants are C1C=NC2N(O)N=NC=2C=1.[F:11][C:12]1[CH:20]=[CH:19][C:15]([CH2:16][CH2:17][NH2:18])=[CH:14][CH:13]=1.[C:21](O)(=[O:28])[C:22]1[CH:27]=[CH:26][CH:25]=[CH:24][CH:23]=1.C(Cl)CCl. (3) The reactants are C(OC([N:8]1[CH2:11][CH:10]([O:12][C:13]2[CH:18]=[CH:17][C:16]([N:19]3[CH:24]=[CH:23][C:22]4[N:25]=[C:26]([C:28]5[CH:33]=[CH:32][C:31]([C:34]([F:37])([F:36])[F:35])=[CH:30][CH:29]=5)[S:27][C:21]=4[C:20]3=[O:38])=[CH:15][C:14]=2[O:39][CH3:40])[CH2:9]1)=O)(C)(C)C. The catalyst is ClCCl.FC(F)(F)C(O)=O. The product is [NH:8]1[CH2:11][CH:10]([O:12][C:13]2[CH:18]=[CH:17][C:16]([N:19]3[CH:24]=[CH:23][C:22]4[N:25]=[C:26]([C:28]5[CH:29]=[CH:30][C:31]([C:34]([F:35])([F:37])[F:36])=[CH:32][CH:33]=5)[S:27][C:21]=4[C:20]3=[O:38])=[CH:15][C:14]=2[O:39][CH3:40])[CH2:9]1. The yield is 0.850.